Dataset: Full USPTO retrosynthesis dataset with 1.9M reactions from patents (1976-2016). Task: Predict the reactants needed to synthesize the given product. Given the product [NH:20]([C:2]1[C:3]2[CH:10]=[CH:9][N:8]([CH2:11][O:12][CH2:13][CH2:14][Si:15]([CH3:18])([CH3:17])[CH3:16])[C:4]=2[N:5]=[CH:6][N:7]=1)[NH2:21], predict the reactants needed to synthesize it. The reactants are: Cl[C:2]1[C:3]2[CH:10]=[CH:9][N:8]([CH2:11][O:12][CH2:13][CH2:14][Si:15]([CH3:18])([CH3:17])[CH3:16])[C:4]=2[N:5]=[CH:6][N:7]=1.O.[NH2:20][NH2:21].